Dataset: Catalyst prediction with 721,799 reactions and 888 catalyst types from USPTO. Task: Predict which catalyst facilitates the given reaction. (1) Reactant: [C:1]([O:9][C:10]1[CH:19]=[CH:18][C:13]2[N:14]=[C:15]([CH3:17])[O:16][C:12]=2[CH:11]=1)(=[O:8])[C:2]1[CH:7]=[CH:6][CH:5]=[CH:4][CH:3]=1.FC(F)(F)C(O)=[O:23].O.C([O-])(O)=O.[Na+]. Product: [C:1]([O:9][C:10]1[CH:19]=[CH:18][C:13]([NH:14][C:15](=[O:23])[CH3:17])=[C:12]([OH:16])[CH:11]=1)(=[O:8])[C:2]1[CH:7]=[CH:6][CH:5]=[CH:4][CH:3]=1. The catalyst class is: 1. (2) Reactant: [Cl:1][C:2]1[CH:3]=[C:4]([N:9]([CH3:27])[C:10]([C:12]2[S:20][C:15]3=[N:16][N:17]=[C:18]([SH:19])[N:14]3[C:13]=2[C:21]2[CH:26]=[CH:25][CH:24]=[CH:23][CH:22]=2)=[O:11])[CH:5]=[CH:6][C:7]=1[CH3:8].CCN(CC)CC.CS(O[CH2:40][C:41]1[CH:49]=[CH:48][C:44]2[O:45][CH2:46][O:47][C:43]=2[CH:42]=1)(=O)=O. Product: [O:45]1[C:44]2[CH:48]=[CH:49][C:41]([CH2:40][S:19][C:18]3[N:14]4[C:13]([C:21]5[CH:22]=[CH:23][CH:24]=[CH:25][CH:26]=5)=[C:12]([C:10]([N:9]([C:4]5[CH:5]=[CH:6][C:7]([CH3:8])=[C:2]([Cl:1])[CH:3]=5)[CH3:27])=[O:11])[S:20][C:15]4=[N:16][N:17]=3)=[CH:42][C:43]=2[O:47][CH2:46]1. The catalyst class is: 4. (3) Reactant: [F:1][C:2]([F:42])([F:41])[C:3]1[CH:8]=[CH:7][C:6]([C:9](=O)[CH2:10][CH2:11][CH2:12][CH2:13][CH2:14][CH2:15][NH:16][C:17]([C:19]2[N:20]=[C:21]([C:33]3[CH:38]=[CH:37][CH:36]=[CH:35][C:34]=3[Cl:39])[N:22]([C:26]3[CH:31]=[CH:30][C:29]([Cl:32])=[CH:28][CH:27]=3)[C:23]=2[CH2:24][CH3:25])=[O:18])=[CH:5][CH:4]=1.Cl.Cl.[NH2:45][CH2:46][CH2:47][O:48][NH2:49].N1C=CC=CC=1. Product: [NH2:45][CH2:46][CH2:47][O:48][N:49]=[C:9]([C:6]1[CH:7]=[CH:8][C:3]([C:2]([F:41])([F:1])[F:42])=[CH:4][CH:5]=1)[CH2:10][CH2:11][CH2:12][CH2:13][CH2:14][CH2:15][NH:16][C:17]([C:19]1[N:20]=[C:21]([C:33]2[CH:38]=[CH:37][CH:36]=[CH:35][C:34]=2[Cl:39])[N:22]([C:26]2[CH:27]=[CH:28][C:29]([Cl:32])=[CH:30][CH:31]=2)[C:23]=1[CH2:24][CH3:25])=[O:18]. The catalyst class is: 8. (4) Reactant: FC(F)(F)C(O)=O.[F:8][C:9]1[CH:10]=[C:11]([N:21]2[CH2:25][C@H:24]([CH2:26][NH:27][C:28](=[O:30])[CH3:29])[O:23][C:22]2=[O:31])[CH:12]=[CH:13][C:14]=1[N:15]1[CH2:20][CH2:19][NH:18][CH2:17][CH2:16]1.C(N(C(C)C)C(C)C)C.Br[C:42]1[S:46][C:45]([CH:47]=[O:48])=[CH:44][CH:43]=1. Product: [F:8][C:9]1[CH:10]=[C:11]([N:21]2[CH2:25][C@H:24]([CH2:26][NH:27][C:28](=[O:30])[CH3:29])[O:23][C:22]2=[O:31])[CH:12]=[CH:13][C:14]=1[N:15]1[CH2:20][CH2:19][N:18]([C:42]2[S:46][C:45]([CH:47]=[O:48])=[CH:44][CH:43]=2)[CH2:17][CH2:16]1. The catalyst class is: 10.